The task is: Predict which catalyst facilitates the given reaction.. This data is from Catalyst prediction with 721,799 reactions and 888 catalyst types from USPTO. (1) Product: [NH:36]1[C:34]([C:31]2[N:32]=[CH:33][C:28]([C:13]3[N:9]4[N:10]=[CH:11][CH:12]=[C:7]([N:4]5[CH2:5][CH2:6][O:1][CH2:2][CH2:3]5)[C:8]4=[N:15][C:14]=3[CH2:16][O:17][C:18]3[CH:27]=[CH:26][C:25]4[C:20](=[CH:21][CH:22]=[CH:23][CH:24]=4)[N:19]=3)=[CH:29][CH:30]=2)=[N:35][N:38]=[N:37]1. Reactant: [O:1]1[CH2:6][CH2:5][N:4]([C:7]2[C:8]3[N:9]([C:13]([C:28]4[CH:29]=[CH:30][C:31]([C:34]#[N:35])=[N:32][CH:33]=4)=[C:14]([CH2:16][O:17][C:18]4[CH:27]=[CH:26][C:25]5[C:20](=[CH:21][CH:22]=[CH:23][CH:24]=5)[N:19]=4)[N:15]=3)[N:10]=[CH:11][CH:12]=2)[CH2:3][CH2:2]1.[N-:36]=[N+:37]=[N-:38].[Na+].Cl.C(N(CC)CC)C. The catalyst class is: 9. (2) Reactant: C([N:3]([CH2:15][CH3:16])[C:4](=[O:14])[C:5]1[CH:10]=[CH:9][C:8]([O:11][CH3:12])=[CH:7][C:6]=1[CH3:13])C.C([Li])(C)(C)C.CCCCC.[F:27][C:28]1[CH:29]=C([CH:33]=[CH:34][C:35]=1[O:36][CH3:37])C#N. Product: [F:27][C:28]1[CH:29]=[C:16]([C:15]2[N:3]=[C:4]([OH:14])[C:5]3[C:6]([CH:13]=2)=[CH:7][C:8]([O:11][CH3:12])=[CH:9][CH:10]=3)[CH:33]=[CH:34][C:35]=1[O:36][CH3:37]. The catalyst class is: 1. (3) Reactant: Cl.[Br:2][C:3]1[CH:19]=[CH:18][C:6]([O:7][CH:8]2[CH2:17][CH2:16][C:11]3(OCC[O:12]3)[CH2:10][CH2:9]2)=[CH:5][CH:4]=1.C(=O)(O)[O-].[Na+]. Product: [Br:2][C:3]1[CH:4]=[CH:5][C:6]([O:7][CH:8]2[CH2:9][CH2:10][C:11](=[O:12])[CH2:16][CH2:17]2)=[CH:18][CH:19]=1. The catalyst class is: 1. (4) Reactant: [CH3:1][N:2]1[CH:6]=[C:5]([N+:7]([O-])=O)[N:4]=[C:3]1[CH3:10].[CH3:11][C:12]([O:15][C:16](O[C:16]([O:15][C:12]([CH3:14])([CH3:13])[CH3:11])=[O:17])=[O:17])([CH3:14])[CH3:13].C(N(CC)CC)C. Product: [CH3:1][N:2]1[CH:6]=[C:5]([NH:7][C:16](=[O:17])[O:15][C:12]([CH3:14])([CH3:13])[CH3:11])[N:4]=[C:3]1[CH3:10]. The catalyst class is: 63. (5) Reactant: [O:1]=[C:2]1[CH2:7][CH2:6][N:5]([C:8]([O:10][C:11]([CH3:14])([CH3:13])[CH3:12])=[O:9])[CH2:4][CH2:3]1.[Li+].CC([N-]C(C)C)C.[C:23](N1C=CN=C1)(=[O:25])[CH3:24]. Product: [C:23]([CH:7]1[C:2](=[O:1])[CH2:3][CH2:4][N:5]([C:8]([O:10][C:11]([CH3:14])([CH3:13])[CH3:12])=[O:9])[CH2:6]1)(=[O:25])[CH3:24]. The catalyst class is: 1.